From a dataset of Cav3 T-type calcium channel HTS with 100,875 compounds. Binary Classification. Given a drug SMILES string, predict its activity (active/inactive) in a high-throughput screening assay against a specified biological target. (1) The drug is S(=O)(=O)(Nc1cc(OC)c(OC)cc1)Cc1ccccc1. The result is 0 (inactive). (2) The drug is O=c1n(CCCC(=O)Nc2cc(OC)ccc2)c(=O)[nH]c2c1cccc2. The result is 0 (inactive). (3) The drug is S(Cc1nc(oc1C)c1ccc(OC)cc1)CC(=O)NCc1occc1. The result is 0 (inactive). (4) The molecule is O1C(=C(C(c2cc3OCOc3c(OC)c2)C(=C1N)C#N)C(OCC)=O)C. The result is 0 (inactive). (5) The compound is Brc1ccc(COC(=O)c2ccc(N(C)C)cc2)cc1. The result is 0 (inactive). (6) The compound is S(c1n(Cc2ccccc2)c(nn1)C)CC(=O)Nc1cc(ccc1)C(OC)=O. The result is 0 (inactive). (7) The compound is S(=O)(=O)(NCCc1ccc(F)cc1)c1ccc(OC)cc1. The result is 0 (inactive).